This data is from Forward reaction prediction with 1.9M reactions from USPTO patents (1976-2016). The task is: Predict the product of the given reaction. (1) Given the reactants [Br:1][C:2]1[CH:11]=[CH:10][CH:9]=[C:8]2[C:3]=1[CH:4]=[C:5]([Cl:13])[N:6]=[C:7]2Cl.[CH3:14][O-:15].[Na+].CO.O, predict the reaction product. The product is: [Br:1][C:2]1[CH:11]=[CH:10][CH:9]=[C:8]2[C:3]=1[CH:4]=[C:5]([Cl:13])[N:6]=[C:7]2[O:15][CH3:14]. (2) Given the reactants [Br:1][C:2]1[CH:22]=[CH:21][C:5]2[NH:6][C:7]([C@@H:9]3[CH2:13][CH2:12][CH2:11][N:10]3[C:14]([O:16][C:17]([CH3:20])([CH3:19])[CH3:18])=[O:15])=[N:8][C:4]=2[CH:3]=1.[H-].[Na+].[CH3:25][Si:26]([CH2:29][CH2:30][O:31][CH2:32]Cl)([CH3:28])[CH3:27], predict the reaction product. The product is: [Br:1][C:2]1[CH:22]=[CH:21][C:5]2[N:6]=[C:7]([C@@H:9]3[CH2:13][CH2:12][CH2:11][N:10]3[C:14]([O:16][C:17]([CH3:19])([CH3:18])[CH3:20])=[O:15])[N:8]([CH2:32][O:31][CH2:30][CH2:29][Si:26]([CH3:28])([CH3:27])[CH3:25])[C:4]=2[CH:3]=1. (3) Given the reactants Cl.[CH3:2][C:3]1[C:11]2[CH2:10][O:9][C:8](=[O:12])[C:7]=2[CH:6]=[CH:5][C:4]=1[CH:13]([O:21][CH3:22])[CH2:14][N:15]1[CH2:20][CH2:19][NH:18][CH2:17][CH2:16]1.[CH3:23][C:24]1[C:32]2[CH2:31][O:30][C:29](=[O:33])[C:28]=2[CH:27]=[CH:26][C:25]=1[CH:34]1[CH2:36][O:35]1.CCO, predict the reaction product. The product is: [OH:35][CH:34]([C:25]1[CH:26]=[CH:27][C:28]2[C:29](=[O:33])[O:30][CH2:31][C:32]=2[C:24]=1[CH3:23])[CH2:36][N:18]1[CH2:19][CH2:20][N:15]([CH2:14][CH:13]([C:4]2[CH:5]=[CH:6][C:7]3[C:8](=[O:12])[O:9][CH2:10][C:11]=3[C:3]=2[CH3:2])[O:21][CH3:22])[CH2:16][CH2:17]1. (4) Given the reactants [CH3:1][C:2]([NH:8][C:9]([C:11]1[CH:16]=[N:15][CH:14]=[CH:13][N:12]=1)=[O:10])([CH3:7])[C:3]([O:5]C)=[O:4].[Li+].[OH-], predict the reaction product. The product is: [CH3:7][C:2]([NH:8][C:9]([C:11]1[CH:16]=[N:15][CH:14]=[CH:13][N:12]=1)=[O:10])([CH3:1])[C:3]([OH:5])=[O:4]. (5) Given the reactants [CH3:1][O:2][C:3](=[O:44])[C@@H:4]([NH:25][C:26](=[O:43])[C:27]1[CH:32]=[CH:31][C:30]([C:33]#[C:34][C:35]2[CH:40]=[CH:39][C:38]([CH2:41][NH2:42])=[CH:37][CH:36]=2)=[CH:29][CH:28]=1)[C@H:5]([NH:7][C:8]([O:10][CH2:11][CH:12]1[C:24]2[CH:23]=[CH:22][CH:21]=[CH:20][C:19]=2[C:18]2[C:13]1=[CH:14][CH:15]=[CH:16][CH:17]=2)=[O:9])[CH3:6].CCN(C(C)C)C(C)C.[CH3:54][S:55](Cl)(=[O:57])=[O:56], predict the reaction product. The product is: [CH3:1][O:2][C:3](=[O:44])[C@@H:4]([NH:25][C:26](=[O:43])[C:27]1[CH:28]=[CH:29][C:30]([C:33]#[C:34][C:35]2[CH:36]=[CH:37][C:38]([CH2:41][NH:42][S:55]([CH3:54])(=[O:57])=[O:56])=[CH:39][CH:40]=2)=[CH:31][CH:32]=1)[C@H:5]([NH:7][C:8]([O:10][CH2:11][CH:12]1[C:24]2[CH:23]=[CH:22][CH:21]=[CH:20][C:19]=2[C:18]2[C:13]1=[CH:14][CH:15]=[CH:16][CH:17]=2)=[O:9])[CH3:6]. (6) Given the reactants C([CH2:4][NH:5][C:6]1[N:14]=[CH:13][CH:12]=[CH:11][C:7]=1[C:8](O)=O)(O)=O.[C:15]([O-:18])(=[O:17])[CH3:16].[Na+].C(O[C:24](=[O:26])[CH3:25])(=O)C, predict the reaction product. The product is: [C:24]([N:5]1[C:6]2=[N:14][CH:13]=[CH:12][CH:11]=[C:7]2[C:8]([O:17][C:15](=[O:18])[CH3:16])=[CH:4]1)(=[O:26])[CH3:25].